Task: Predict the reaction yield, written as a fraction of the theoretical maximum amount of product (1.0 means a 100% yield; for example, 0.34 means a 34% yield).. Dataset: Reaction yield outcomes from USPTO patents with 853,638 reactions (1) The reactants are [Cl:1][C:2]1[CH:33]=[CH:32][C:5]([C:6]([NH:8][C:9]2[CH:14]=[CH:13][C:12]([CH2:15][NH:16][C:17]3[C:26]4[C:21](=[CH:22][CH:23]=[C:24]([C:27]([F:30])([F:29])[F:28])[CH:25]=4)[N:20]=[C:19](Cl)[N:18]=3)=[CH:11][CH:10]=2)=[O:7])=[CH:4][CH:3]=1.Cl.[NH:35]1[CH2:38][CH2:37][CH2:36]1. No catalyst specified. The product is [N:35]1([C:19]2[N:18]=[C:17]([NH:16][CH2:15][C:12]3[CH:13]=[CH:14][C:9]([NH:8][C:6](=[O:7])[C:5]4[CH:4]=[CH:3][C:2]([Cl:1])=[CH:33][CH:32]=4)=[CH:10][CH:11]=3)[C:26]3[C:21](=[CH:22][CH:23]=[C:24]([C:27]([F:30])([F:28])[F:29])[CH:25]=3)[N:20]=2)[CH2:38][CH2:37][CH2:36]1. The yield is 0.530. (2) The reactants are [CH3:1][C:2]1([CH3:16])[C:7](=O)[CH2:6][CH2:5][N:4]([C:9]([O:11][C:12]([CH3:15])([CH3:14])[CH3:13])=[O:10])[CH2:3]1.[CH2:17]([CH2:19][NH2:20])[OH:18].C(O)(=O)C.C([BH3-])#N.[Na+]. The catalyst is CO.ClCCl. The product is [OH:18][CH2:17][CH2:19][NH:20][CH:7]1[CH2:6][CH2:5][N:4]([C:9]([O:11][C:12]([CH3:15])([CH3:14])[CH3:13])=[O:10])[CH2:3][C:2]1([CH3:16])[CH3:1]. The yield is 1.03. (3) The reactants are C(NC1C=CC(C2C=C3C(CN([C@@H](C(C)C)C(OC)=O)C3=O)=CC=2)=CC=1)(=O)C1C=CC=CC=1.[NH2:34][C:35]1[CH:40]=[CH:39][C:38]([C:41]2[CH:49]=[C:48]3[C:44]([CH2:45][N:46]([C:51]4([C:56]([O:58][CH3:59])=[O:57])[CH2:55][CH2:54][CH2:53][CH2:52]4)[C:47]3=[O:50])=[CH:43][CH:42]=2)=[CH:37][CH:36]=1.[F:60][C:61]([F:73])([F:72])[O:62][C:63]1[CH:71]=[CH:70][C:66]([C:67](Cl)=[O:68])=[CH:65][CH:64]=1. No catalyst specified. The product is [O:50]=[C:47]1[C:48]2[C:44](=[CH:43][CH:42]=[C:41]([C:38]3[CH:37]=[CH:36][C:35]([NH:34][C:67](=[O:68])[C:66]4[CH:70]=[CH:71][C:63]([O:62][C:61]([F:60])([F:72])[F:73])=[CH:64][CH:65]=4)=[CH:40][CH:39]=3)[CH:49]=2)[CH2:45][N:46]1[C:51]1([C:56]([O:58][CH3:59])=[O:57])[CH2:55][CH2:54][CH2:53][CH2:52]1. The yield is 0.770. (4) The reactants are [Cl:1][C:2]1[C:3]([F:28])=[C:4]([CH:8]2[C:12]([C:15]3[CH:20]=[CH:19][C:18]([Cl:21])=[CH:17][C:16]=3[F:22])([C:13]#[N:14])[CH:11]([CH2:23][C:24]([CH3:27])([CH3:26])[CH3:25])[CH2:10][NH:9]2)[CH:5]=[CH:6][CH:7]=1.[CH3:29][O:30][C:31](=[O:47])[C:32]1[CH:37]=[CH:36][C:35]([NH:38][C:39](N2C=CN=C2)=[O:40])=[CH:34][C:33]=1[CH3:46]. The catalyst is C(Cl)Cl. The product is [CH3:29][O:30][C:31](=[O:47])[C:32]1[CH:37]=[CH:36][C:35]([NH:38][C:39]([N:9]2[CH2:10][C@@H:11]([CH2:23][C:24]([CH3:25])([CH3:27])[CH3:26])[C@@:12]([C:15]3[CH:20]=[CH:19][C:18]([Cl:21])=[CH:17][C:16]=3[F:22])([C:13]#[N:14])[C@H:8]2[C:4]2[CH:5]=[CH:6][CH:7]=[C:2]([Cl:1])[C:3]=2[F:28])=[O:40])=[CH:34][C:33]=1[CH3:46]. The yield is 0.880. (5) The reactants are C(NC(C)C)(C)C.C([Li])CCC.[C:13]1([CH:19]2[CH2:23][CH2:22][CH2:21][C:20]2=[O:24])[CH:18]=[CH:17][CH:16]=[CH:15][CH:14]=1.[C:25](C#N)(=[O:29])[O:26][CH2:27][CH3:28]. The catalyst is C1COCC1. The product is [O:24]=[C:20]1[CH:19]([C:13]2[CH:18]=[CH:17][CH:16]=[CH:15][CH:14]=2)[CH2:23][CH2:22][CH:21]1[C:25]([O:26][CH2:27][CH3:28])=[O:29]. The yield is 0.730.